This data is from Experimentally validated miRNA-target interactions with 360,000+ pairs, plus equal number of negative samples. The task is: Binary Classification. Given a miRNA mature sequence and a target amino acid sequence, predict their likelihood of interaction. (1) The miRNA is hsa-miR-215-5p with sequence AUGACCUAUGAAUUGACAGAC. The protein sequence of the target gene is MRPALAVGLVFAGCCSNVIFLELLARKHPGCGNIVTFAQFLFIAVEGFLFEADLGRKPPAIPIRYYAIMVTMFFTVSVVNNYALNLNIAMPLHMIFRSGSLIANMILGIIILKKRYSIFKYTSIALVSVGIFICTFMSAKQVTSQSSLSENDGFQAFVWWLLGIGALTFALLMSARMGIFQETLYKRFGKHSKEALFYNHALPLPGFVFLASDIYDHAVLFNKSELYEIPVIGVTLPIMWFYLLMNIITQYVCIRGVFILTTECASLTVTLVVTLRKFVSLIFSILYFQNPFTLWHWLGT.... Result: 1 (interaction). (2) The miRNA is hsa-miR-7161-5p with sequence UAAAGACUGUAGAGGCAACUGGU. The protein sequence of the target gene is MPSCDPGPGPACLPTKTFRSYLPRCHRTYSCVHCRAHLAKHDELISKSFQGSHGRAYLFNSVVNVGCGPAEQRLLLTGLHSVADIFCESCKTTLGWKYEQAFETSQKYKEGKYIIEMSHMVKDNGWD. Result: 1 (interaction). (3) The miRNA is hsa-miR-3116 with sequence UGCCUGGAACAUAGUAGGGACU. The protein sequence of the target gene is MALEGMSKRKRKRSVQEGENPDDGVRGSPPEDYRLGQVASSLFRGEHHSRGGTGRLASLFSSLEPQIQPVYVPVPKQTIKKTKRNEEEESTSQIERPLSQEPAKKVKAKKKHTNAEKKLADRESALASADLEEEIHQKQGQKRKNSQPGVKVADRKILDDTEDTVVSQRKKIQINQEEERLKNERTVFVGNLPVTCNKKKLKSFFKEYGQIESVRFRSLIPAEGTLSKKLAAIKRKIHPDQKNINAYVVFKEESAATQALKRNGAQIADGFRIRVDLASETSSRDKRSVFVGNLPYKVEE.... Result: 0 (no interaction). (4) The miRNA is hsa-miR-6810-3p with sequence UCCCCUGCUCCCUUGUUCCCCAG. The protein sequence of the target gene is MAASAFAGAVRAASGILRPLNILASSTYRNCVKNASLISALSTGRFSHIQTPVVSSTPRLTTSERNLTCGHTSVILNRMAPVLPSVLKLPVRSLTYFSARKGKRKTVKAVIDRFLRLHCGLWVRRKAGYKKKLWKKTPARKKRLREFVFCNKTQSKLLDKMTTSFWKRRNWYVDDPYQKYHDRTNLKV. Result: 0 (no interaction). (5) The miRNA is hsa-miR-93-5p with sequence CAAAGUGCUGUUCGUGCAGGUAG. The protein sequence of the target gene is MGDRRFIDFQFQDLNSSLRPRLGNATANNTCIVDDSFKYNLNGAVYSVVFILGLITNSASLFVFCFRMKMRSETAIFITNLALSDLLFVCTLPFKIFYNFNRHWPFGDTLCKISGTAFLTNIYGSMLFLTCISVDRFLAIVYPFRSRTIRTRRNSAIVCAGVWILVLSGGISASLFSTTNVNNATTTCFEGFSKRVWKTYLSKITIFIEVVGFIIPLILNVSCSSVVLRTLRKPATLSQIGTNKKKVLKMITVHMAVFVVCFVPYNSVLFLYALVRSQAITNCLLERFAKIMYPITLCLA.... Result: 0 (no interaction).